The task is: Predict the reactants needed to synthesize the given product.. This data is from Full USPTO retrosynthesis dataset with 1.9M reactions from patents (1976-2016). (1) Given the product [C:19]([O:22][C:23]([CH2:13][CH:8]([C:5]1[CH:4]=[CH:3][C:2]([F:1])=[CH:7][CH:6]=1)[C:9]([OH:11])=[O:10])=[O:24])([CH3:21])([CH3:20])[CH3:18], predict the reactants needed to synthesize it. The reactants are: [F:1][C:2]1[CH:7]=[CH:6][C:5]([CH:8]([CH2:13]NC(C)C)[C:9]([O:11]C)=[O:10])=[CH:4][CH:3]=1.[CH3:18][C:19]([O:22][C:23](O[C:23]([O:22][C:19]([CH3:21])([CH3:20])[CH3:18])=[O:24])=[O:24])([CH3:21])[CH3:20].O.O[Li].O. (2) Given the product [F:1][C:2]1[CH:3]=[C:4]([C:12]2[C:21]3[C:16](=[CH:17][CH:18]=[C:19]([OH:22])[CH:20]=3)[C:15](=[O:23])[N:14]([C:24]3[CH:31]=[CH:30][C:27]([C:28]([NH2:29])=[O:35])=[CH:26][CH:25]=3)[CH:13]=2)[CH:5]=[CH:6][C:7]=1[C:8]([F:9])([F:10])[F:11], predict the reactants needed to synthesize it. The reactants are: [F:1][C:2]1[CH:3]=[C:4]([C:12]2[C:21]3[C:16](=[CH:17][CH:18]=[C:19]([OH:22])[CH:20]=3)[C:15](=[O:23])[N:14]([C:24]3[CH:31]=[CH:30][C:27]([C:28]#[N:29])=[CH:26][CH:25]=3)[CH:13]=2)[CH:5]=[CH:6][C:7]=1[C:8]([F:11])([F:10])[F:9].C(=N[OH:35])C. (3) Given the product [Si:6]([O:13][C:14]1[CH:21]=[CH:20][C:17]([CH:18]=[CH2:1])=[CH:16][CH:15]=1)([C:9]([CH3:12])([CH3:11])[CH3:10])([CH3:8])[CH3:7], predict the reactants needed to synthesize it. The reactants are: [CH2:1]([Li])CCC.[Si:6]([O:13][C:14]1[CH:21]=[CH:20][C:17]([CH:18]=O)=[CH:16][CH:15]=1)([C:9]([CH3:12])([CH3:11])[CH3:10])([CH3:8])[CH3:7].O. (4) Given the product [CH3:9][C:6]1[NH:5][C:4]2=[C:3]([C:1]#[N:2])[C:15]([CH3:17])=[C:14]([C:18]3[CH:23]=[CH:22][CH:21]=[CH:20][CH:19]=3)[C:13](=[O:12])[N:8]2[N:7]=1, predict the reactants needed to synthesize it. The reactants are: [C:1]([CH2:3][C:4]1[NH:8][N:7]=[C:6]([CH3:9])[N:5]=1)#[N:2].C([O:12][C:13](=O)[CH:14]([C:18]1[CH:23]=[CH:22][CH:21]=[CH:20][CH:19]=1)[C:15]([CH3:17])=O)C.C([O-])(=O)C.[NH4+].